From a dataset of Forward reaction prediction with 1.9M reactions from USPTO patents (1976-2016). Predict the product of the given reaction. (1) Given the reactants [N:1]([CH:4]([C:6]1[CH:7]=[C:8]2[N:13]([C:14]=1[C:15]1[CH2:16][CH2:17][N:18]([C:21]([O:23][C:24]([CH3:27])([CH3:26])[CH3:25])=[O:22])[CH2:19][CH:20]=1)[CH:12]=[CH:11][CH:10]=[CH:9]2)[CH3:5])=[N+]=[N-], predict the reaction product. The product is: [NH2:1][CH:4]([C:6]1[CH:7]=[C:8]2[N:13]([C:14]=1[C:15]1[CH2:16][CH2:17][N:18]([C:21]([O:23][C:24]([CH3:25])([CH3:27])[CH3:26])=[O:22])[CH2:19][CH:20]=1)[CH:12]=[CH:11][CH:10]=[CH:9]2)[CH3:5]. (2) Given the reactants [NH2:1][CH2:2][CH2:3][CH2:4][CH2:5][CH2:6][CH2:7][CH2:8][CH2:9][CH2:10][CH2:11][C:12]([OH:14])=[O:13].C([O-])([O-])=O.[K+].[K+].[CH2:21]([O:28][C:29](Cl)=[O:30])[C:22]1[CH:27]=[CH:26][CH:25]=[CH:24][CH:23]=1, predict the reaction product. The product is: [CH2:21]([O:28][C:29]([NH:1][CH2:2][CH2:3][CH2:4][CH2:5][CH2:6][CH2:7][CH2:8][CH2:9][CH2:10][CH2:11][C:12]([OH:14])=[O:13])=[O:30])[C:22]1[CH:27]=[CH:26][CH:25]=[CH:24][CH:23]=1. (3) Given the reactants [CH3:1][O:2][C:3]1[CH:8]=[CH:7][C:6]([C:9]2[N:10]=[C:11]([NH2:14])[S:12][CH:13]=2)=[CH:5][CH:4]=1.Br[CH2:16][C:17]1[CH:24]=[CH:23][C:20]([C:21]#[N:22])=[CH:19][CH:18]=1.C(N(CC)C(C)C)(C)C.C(OCC)(=O)C, predict the reaction product. The product is: [CH3:1][O:2][C:3]1[CH:4]=[CH:5][C:6]([C:9]2[N:10]=[C:11]([NH:14][CH2:16][C:17]3[CH:24]=[CH:23][C:20]([C:21]#[N:22])=[CH:19][CH:18]=3)[S:12][CH:13]=2)=[CH:7][CH:8]=1. (4) Given the reactants C([O:3][CH:4](OCC)[C:5]1[N:10]=[C:9]([CH2:11][C:12]2[CH:17]=[CH:16][C:15]([F:18])=[CH:14][CH:13]=2)[C:8]([F:19])=[C:7]([NH:20]C(C2C=CC=CC=2)(C2C=CC=CC=2)C2C=CC=CC=2)[CH:6]=1)C.OS(O)(=O)=O.CC#N, predict the reaction product. The product is: [NH2:20][C:7]1[C:8]([F:19])=[C:9]([CH2:11][C:12]2[CH:13]=[CH:14][C:15]([F:18])=[CH:16][CH:17]=2)[N:10]=[C:5]([CH:4]=[O:3])[CH:6]=1. (5) Given the reactants Cl[C:2]1[CH:7]=[CH:6][N:5]2[N:8]=[CH:9][CH:10]=[C:4]2[N:3]=1.C(Cl)Cl.C(=O)([O-])[O-].[Na+].[Na+].[F:20][C:21]1[CH:26]=[C:25]([F:27])[CH:24]=[CH:23][C:22]=1[S:28]([NH:31][C:32]1[C:33]([O:47][CH3:48])=[N:34][CH:35]=[C:36](B2OC(C)(C)C(C)(C)O2)[CH:37]=1)(=[O:30])=[O:29], predict the reaction product. The product is: [F:20][C:21]1[CH:26]=[C:25]([F:27])[CH:24]=[CH:23][C:22]=1[S:28]([NH:31][C:32]1[C:33]([O:47][CH3:48])=[N:34][CH:35]=[C:36]([C:2]2[CH:7]=[CH:6][N:5]3[N:8]=[CH:9][CH:10]=[C:4]3[N:3]=2)[CH:37]=1)(=[O:30])=[O:29]. (6) Given the reactants [CH:1]([C:4]1[C:8]([CH:9]=O)=[CH:7][N:6]([C:11]2[CH:16]=[CH:15][N:14]=[C:13]([NH:17][C:18]3[CH:23]=[C:22]([N+:24]([O-])=O)[C:21]([N:27]([CH3:32])[CH:28]4[CH2:31][O:30][CH2:29]4)=[CH:20][C:19]=3[O:33][CH3:34])[N:12]=2)[N:5]=1)([CH3:3])[CH3:2].[CH3:35][NH:36][CH3:37], predict the reaction product. The product is: [CH3:35][N:36]([CH2:9][C:8]1[C:4]([CH:1]([CH3:2])[CH3:3])=[N:5][N:6]([C:11]2[CH:16]=[CH:15][N:14]=[C:13]([NH:17][C:18]3[C:19]([O:33][CH3:34])=[CH:20][C:21]([N:27]([CH3:32])[CH:28]4[CH2:29][O:30][CH2:31]4)=[C:22]([NH:24][C:29](=[O:30])[CH:28]=[CH2:31])[CH:23]=3)[N:12]=2)[CH:7]=1)[CH3:37]. (7) The product is: [CH3:1][CH:2]([CH3:21])[CH2:3][CH:4]([C:10]1[N:11]=[C:12]([C:15]2[CH:16]=[CH:17][CH:18]=[CH:19][CH:20]=2)[S:13][CH:14]=1)[C:5]([OH:7])=[O:6]. Given the reactants [CH3:1][CH:2]([CH3:21])[CH2:3][CH:4]([C:10]1[N:11]=[C:12]([C:15]2[CH:20]=[CH:19][CH:18]=[CH:17][CH:16]=2)[S:13][CH:14]=1)[C:5]([O:7]CC)=[O:6].[OH-].[Na+], predict the reaction product. (8) Given the reactants [C:1]([Cl:5])(Cl)(Cl)[Cl:2].C1(P(C2C=CC=CC=2)C2C=CC=CC=2)C=CC=CC=1.[F:25][C:26]([F:41])([F:40])[C:27]1[CH:32]=[CH:31][C:30]([C:33](=O)[C:34]([O:36][CH2:37][CH3:38])=[O:35])=[CH:29][CH:28]=1, predict the reaction product. The product is: [Cl:2][C:1]([Cl:5])=[C:33]([C:30]1[CH:31]=[CH:32][C:27]([C:26]([F:25])([F:41])[F:40])=[CH:28][CH:29]=1)[C:34]([O:36][CH2:37][CH3:38])=[O:35].